Dataset: Forward reaction prediction with 1.9M reactions from USPTO patents (1976-2016). Task: Predict the product of the given reaction. (1) Given the reactants [Cl:1][C:2]1[CH:3]=[C:4]2[C:8](=[CH:9][CH:10]=1)[N:7]([CH2:11][C:12]#[N:13])[CH:6]=[C:5]2[S:14]([CH3:16])=O.C(=O)(O)[O-].[Na+].S(Cl)([Cl:24])=O, predict the reaction product. The product is: [Cl:24][C:6]1[N:7]([CH2:11][C:12]#[N:13])[C:8]2[C:4]([C:5]=1[S:14][CH3:16])=[CH:3][C:2]([Cl:1])=[CH:10][CH:9]=2. (2) Given the reactants [OH:1][N:2]1[C:6](=[O:7])[C:5]2=[CH:8][CH:9]=[CH:10][CH:11]=[C:4]2[C:3]1=[O:12].CN(C=O)C.Br[CH2:19][CH2:20][Cl:21], predict the reaction product. The product is: [Cl:21][CH2:20][CH2:19][O:1][N:2]1[C:3](=[O:12])[C:4]2[C:5](=[CH:8][CH:9]=[CH:10][CH:11]=2)[C:6]1=[O:7]. (3) The product is: [C:22]([CH:13]([CH2:12][CH2:11][CH2:10][NH2:9])[C:14]([OH:16])=[O:15])([O:21][C:18]([CH3:17])([CH3:19])[CH3:20])=[O:24]. Given the reactants C(N(CC)CC)C.O.[NH2:9][CH2:10][CH2:11][CH2:12][CH2:13][C:14]([OH:16])=[O:15].[CH3:17][C:18]([O:21][C:22]([O:24]N=C(C1C=CC=CC=1)C#N)=O)([CH3:20])[CH3:19], predict the reaction product. (4) Given the reactants Cl[C:2]1[N:7]=[CH:6][C:5]([O:8][CH2:9][CH2:10][C:11]([F:14])([F:13])[F:12])=[CH:4][N:3]=1.ClC1N=CC(OC2CCN(C)CC2)=CN=1.[F:30][C:31]1([F:77])[CH2:36][CH2:35][CH:34]([C:37]2[C:46]3[CH:45]([O:47]CC4C=CC(OC)=CC=4)[CH2:44][C:43]([CH3:58])([CH3:57])[CH2:42][C:41]=3[N:40]=[C:39]([CH:59]3[CH2:64][CH2:63][NH:62][CH2:61][CH2:60]3)[C:38]=2[CH:65]([F:76])[C:66]2[CH:71]=[CH:70][C:69]([C:72]([F:75])([F:74])[F:73])=[CH:68][CH:67]=2)[CH2:33][CH2:32]1, predict the reaction product. The product is: [F:77][C:31]1([F:30])[CH2:36][CH2:35][CH:34]([C:37]2[C:46]3[CH:45]([OH:47])[CH2:44][C:43]([CH3:57])([CH3:58])[CH2:42][C:41]=3[N:40]=[C:39]([CH:59]3[CH2:64][CH2:63][N:62]([C:2]4[N:7]=[CH:6][C:5]([O:8][CH2:9][CH2:10][C:11]([F:14])([F:13])[F:12])=[CH:4][N:3]=4)[CH2:61][CH2:60]3)[C:38]=2[CH:65]([F:76])[C:66]2[CH:71]=[CH:70][C:69]([C:72]([F:74])([F:75])[F:73])=[CH:68][CH:67]=2)[CH2:33][CH2:32]1. (5) Given the reactants [NH2:1][C:2]1[CH:7]=[CH:6][CH:5]=[CH:4][C:3]=1[CH:8]1[CH2:13][CH2:12][N:11]([C:14](=[O:44])[C@H:15]([NH:24][C:25]([C@@H:27]2[CH2:36][C:35]3[C:30](=[CH:31][CH:32]=[CH:33][CH:34]=3)[CH2:29][N:28]2[C:37]([O:39][C:40]([CH3:43])([CH3:42])[CH3:41])=[O:38])=[O:26])[CH2:16][C:17]2[CH:22]=[CH:21][C:20]([Cl:23])=[CH:19][CH:18]=2)[CH2:10][CH2:9]1.[CH3:45][N:46]=[C:47]=[O:48], predict the reaction product. The product is: [Cl:23][C:20]1[CH:19]=[CH:18][C:17]([CH2:16][C@@H:15]([NH:24][C:25]([C@@H:27]2[CH2:36][C:35]3[C:30](=[CH:31][CH:32]=[CH:33][CH:34]=3)[CH2:29][N:28]2[C:37]([O:39][C:40]([CH3:41])([CH3:43])[CH3:42])=[O:38])=[O:26])[C:14]([N:11]2[CH2:12][CH2:13][CH:8]([C:3]3[CH:4]=[CH:5][CH:6]=[CH:7][C:2]=3[NH:1][C:47]([NH:46][CH3:45])=[O:48])[CH2:9][CH2:10]2)=[O:44])=[CH:22][CH:21]=1. (6) Given the reactants [C:1]1([C:7]2[S:11][CH:10]=[N:9][C:8]=2C(O)=O)[CH:6]=[CH:5][CH:4]=[CH:3][CH:2]=1.[N:15]12[CH2:23][C:19]([CH2:24]O)([CH2:20][CH2:21][CH2:22]1)[CH2:18][CH2:17][CH2:16]2.C[N:27]([CH:29]=[O:30])C.[C:31]([OH:38])(=[O:37])/[CH:32]=[CH:33]/[C:34]([OH:36])=[O:35], predict the reaction product. The product is: [C:31]([OH:38])(=[O:37])/[CH:32]=[CH:33]/[C:34]([OH:36])=[O:35].[N:15]12[CH2:23][C:19]([CH2:24][N:27]([C:8]3[N:9]=[CH:10][S:11][C:7]=3[C:1]3[CH:2]=[CH:3][CH:4]=[CH:5][CH:6]=3)[C:29](=[O:30])[OH:35])([CH2:18][CH2:17][CH2:16]1)[CH2:20][CH2:21][CH2:22]2. (7) Given the reactants [C:1]([C:4]1[CH:9]=[CH:8][C:7]([C:10]2[N:11]([C:22]3[CH:27]=[CH:26][C:25]([Cl:28])=[CH:24][C:23]=3[O:29][CH3:30])[CH:12]=[CH:13][C:14]=2/C=C/C(OCC)=O)=[C:6]([CH3:31])[CH:5]=1)(=[O:3])[NH2:2].[H][H].C1C[O:37][CH2:36]C1, predict the reaction product. The product is: [Cl:28][C:25]1[CH:26]=[CH:27][C:22]([N:11]2[CH:12]=[CH:13][C:14]([CH2:36][OH:37])=[C:10]2[C:7]2[CH:8]=[CH:9][C:4]([C:1]([NH2:2])=[O:3])=[CH:5][C:6]=2[CH3:31])=[C:23]([O:29][CH3:30])[CH:24]=1. (8) The product is: [O:16]1[CH:17]=[CH:18][CH:19]=[C:15]1[C:10]1[N:11]=[C:12]([NH:14][C:23]([CH:20]2[CH2:22][CH2:21]2)=[O:24])[S:13][C:9]=1[C:7]([CH:4]1[CH2:5][CH2:6][O:1][CH2:2][CH2:3]1)=[O:8]. Given the reactants [O:1]1[CH2:6][CH2:5][CH:4]([C:7]([C:9]2[S:13][C:12]([NH2:14])=[N:11][C:10]=2[C:15]2[O:16][CH:17]=[CH:18][CH:19]=2)=[O:8])[CH2:3][CH2:2]1.[CH:20]1([C:23](Cl)=[O:24])[CH2:22][CH2:21]1.O, predict the reaction product. (9) Given the reactants [OH:1][C:2]1[CH:29]=[CH:28][C:5]([CH2:6][N:7]([CH2:20][CH2:21][C:22]2[CH:27]=[CH:26][CH:25]=[CH:24][N:23]=2)[C:8](=[O:19])[CH2:9][CH2:10][CH2:11][CH2:12][C:13]2[CH:18]=[CH:17][CH:16]=[CH:15][CH:14]=2)=[CH:4][C:3]=1[O:30][CH3:31].Cl[CH2:33][N:34]1[CH2:39][CH2:38][CH2:37][CH2:36][CH2:35]1.C1OCCOCCOCCOCCOCCOC1.C([O-])([O-])=O.[K+].[K+], predict the reaction product. The product is: [CH3:31][O:30][C:3]1[CH:4]=[C:5]([CH:28]=[CH:29][C:2]=1[O:1][CH2:33][N:34]1[CH2:39][CH2:38][CH2:37][CH2:36][CH2:35]1)[CH2:6][N:7]([CH2:20][CH2:21][C:22]1[CH:27]=[CH:26][CH:25]=[CH:24][N:23]=1)[C:8](=[O:19])[CH2:9][CH2:10][CH2:11][CH2:12][C:13]1[CH:18]=[CH:17][CH:16]=[CH:15][CH:14]=1.